Dataset: Catalyst prediction with 721,799 reactions and 888 catalyst types from USPTO. Task: Predict which catalyst facilitates the given reaction. (1) Reactant: C([N:14]1[CH2:17][C:16]([NH:19][C:20]2[CH:21]=[C:22]3[C:31](=[CH:32][CH:33]=2)[O:30][CH2:29][C:28]2[N:23]3[C@H:24]([CH3:35])[C:25](=[O:34])[NH:26][N:27]=2)([CH3:18])[CH2:15]1)(C1C=CC=CC=1)C1C=CC=CC=1.Cl. Product: [CH3:35][C@H:24]1[N:23]2[C:28]([CH2:29][O:30][C:31]3[C:22]2=[CH:21][C:20]([NH:19][C:16]2([CH3:18])[CH2:15][NH:14][CH2:17]2)=[CH:33][CH:32]=3)=[N:27][NH:26][C:25]1=[O:34]. The catalyst class is: 5. (2) Reactant: [F:1][C:2]([F:18])([F:17])[C:3]1[CH:4]=[C:5]([CH:14]=[CH:15][CH:16]=1)[CH2:6][CH:7]1[S:11][C:10]([NH2:12])=[N:9][C:8]1=[O:13].[S:19](Cl)([C:22]1[CH:28]=[CH:27][C:25]([CH3:26])=[CH:24][CH:23]=1)(=[O:21])=[O:20].C([O-])(O)=O.[Na+]. Product: [F:18][C:2]([F:1])([F:17])[C:3]1[CH:4]=[C:5]([CH:14]=[CH:15][CH:16]=1)[CH2:6][CH:7]1[S:11][C:10](=[N:12][S:19]([C:22]2[CH:28]=[CH:27][C:25]([CH3:26])=[CH:24][CH:23]=2)(=[O:21])=[O:20])[NH:9][C:8]1=[O:13]. The catalyst class is: 228. (3) Reactant: [Cl:1][C:2]1[N:7]=[C:6](Cl)[C:5]([F:9])=[CH:4][N:3]=1.[NH2:10][C:11]1[CH:21]=[CH:20][CH:19]=[CH:18][C:12]=1[C:13]([O:15][CH2:16][CH3:17])=[O:14].C(N(CC)C(C)C)(C)C. Product: [Cl:1][C:2]1[N:7]=[C:6]([NH:10][C:11]2[CH:21]=[CH:20][CH:19]=[CH:18][C:12]=2[C:13]([O:15][CH2:16][CH3:17])=[O:14])[C:5]([F:9])=[CH:4][N:3]=1. The catalyst class is: 32. (4) Reactant: [CH3:1][C:2]1[C:6]([C:7]2[N:11]([C:12]3[CH:17]=[CH:16][C:15]([O:18][CH3:19])=[CH:14][CH:13]=3)[N:10]=[C:9]([CH2:20][CH2:21][CH3:22])[C:8]=2/[CH:23]=[N:24]/[OH:25])=[C:5]([CH3:26])[O:4][N:3]=1.B(Br)(Br)Br.O. Product: [CH3:1][C:2]1[C:6]([C:7]2[N:11]([C:12]3[CH:13]=[CH:14][C:15]([OH:18])=[CH:16][CH:17]=3)[N:10]=[C:9]([CH2:20][CH2:21][CH3:22])[C:8]=2[CH:23]=[N:24][OH:25])=[C:5]([CH3:26])[O:4][N:3]=1.[CH3:1][C:2]1[C:6]([C:7]2[N:11]([C:12]3[CH:13]=[CH:14][C:15]([O:18][CH3:19])=[CH:16][CH:17]=3)[N:10]=[C:9]([CH2:20][CH2:21][CH3:22])[C:8]=2[CH:23]=[N:24][OH:25])=[C:5]([CH3:26])[O:4][N:3]=1. The catalyst class is: 2.